From a dataset of Forward reaction prediction with 1.9M reactions from USPTO patents (1976-2016). Predict the product of the given reaction. (1) Given the reactants [H][H].[Cl:3][C:4]1[CH:19]=[CH:18][C:17]([S:20][CH3:21])=[CH:16][C:5]=1[C:6]([O:8]CC1C=CC=CC=1)=[O:7], predict the reaction product. The product is: [Cl:3][C:4]1[CH:19]=[CH:18][C:17]([S:20][CH3:21])=[CH:16][C:5]=1[C:6]([OH:8])=[O:7]. (2) Given the reactants [CH3:1][O:2][C:3](=[O:14])[C:4]1[CH:9]=[CH:8][C:7]([N+:10]([O-:12])=[O:11])=[C:6](F)[CH:5]=1.[N:15]1([CH2:20][CH2:21][NH2:22])[CH2:19][CH2:18][CH2:17][CH2:16]1, predict the reaction product. The product is: [CH3:1][O:2][C:3](=[O:14])[C:4]1[CH:9]=[CH:8][C:7]([N+:10]([O-:12])=[O:11])=[C:6]([NH:22][CH2:21][CH2:20][N:15]2[CH2:19][CH2:18][CH2:17][CH2:16]2)[CH:5]=1. (3) Given the reactants C([O:3][C:4]([C:6]1[CH:15]=[CH:14][C:13]2[C:8](=[C:9]([C:28]3[C:37]4[C:32](=[CH:33][CH:34]=[CH:35][CH:36]=4)[CH:31]=[CH:30][CH:29]=3)[CH:10]=[C:11]([C:16]3[N:17](C(OC(C)(C)C)=O)[CH:18]=[CH:19][CH:20]=3)[CH:12]=2)[N:7]=1)=[O:5])C.C1COCC1.Cl, predict the reaction product. The product is: [C:28]1([C:9]2[CH:10]=[C:11]([C:16]3[NH:17][CH:18]=[CH:19][CH:20]=3)[CH:12]=[C:13]3[C:8]=2[N:7]=[C:6]([C:4]([OH:5])=[O:3])[CH:15]=[CH:14]3)[C:37]2[C:32](=[CH:33][CH:34]=[CH:35][CH:36]=2)[CH:31]=[CH:30][CH:29]=1. (4) Given the reactants [CH:1]([C:3]1[N:8]=[CH:7][N:6]=[C:5]([NH:9][C:10](=[O:16])[O:11][C:12]([CH3:15])([CH3:14])[CH3:13])[CH:4]=1)=C.[O:17]=[O+][O-].CSC, predict the reaction product. The product is: [CH:1]([C:3]1[N:8]=[CH:7][N:6]=[C:5]([NH:9][C:10](=[O:16])[O:11][C:12]([CH3:15])([CH3:14])[CH3:13])[CH:4]=1)=[O:17]. (5) Given the reactants [CH3:1][S:2][C:3]1[N:4]=[C:5]([OH:12])[C:6]2[CH:11]=[CH:10][NH:9][C:7]=2[N:8]=1.C1C=C(Cl)C=C(C(OO)=O)C=1.CS(C1N=C(O)C2C=CNC=2N=1)(=O)=O.[F:38][C:39]1[CH:44]=[CH:43]C(S)=[CH:41][CH:40]=1.CCN(C(C)C)C(C)C, predict the reaction product. The product is: [F:38][C:39]1[CH:44]=[CH:43][C:1]([S:2][C:3]2[N:4]=[C:5]([OH:12])[C:6]3[CH:11]=[CH:10][NH:9][C:7]=3[N:8]=2)=[CH:41][CH:40]=1.